This data is from Full USPTO retrosynthesis dataset with 1.9M reactions from patents (1976-2016). The task is: Predict the reactants needed to synthesize the given product. (1) Given the product [CH:26]([C:29]1[CH:34]=[CH:33][CH:32]=[C:31]([CH:35]([CH3:36])[CH3:37])[C:30]=1[NH:38][C:39](=[O:40])[N:11]([CH2:10][C:7]1[CH:6]=[CH:5][C:4]([N+:1]([O-:3])=[O:2])=[CH:9][CH:8]=1)[C:12]1[CH:13]=[CH:14][C:15]([CH2:18][CH2:19][CH2:20][CH2:21][CH2:22][CH2:23][CH2:24][CH3:25])=[CH:16][CH:17]=1)([CH3:27])[CH3:28], predict the reactants needed to synthesize it. The reactants are: [N+:1]([C:4]1[CH:9]=[CH:8][C:7]([CH2:10][NH:11][C:12]2[CH:17]=[CH:16][C:15]([CH2:18][CH2:19][CH2:20][CH2:21][CH2:22][CH2:23][CH2:24][CH3:25])=[CH:14][CH:13]=2)=[CH:6][CH:5]=1)([O-:3])=[O:2].[CH:26]([C:29]1[CH:34]=[CH:33][CH:32]=[C:31]([CH:35]([CH3:37])[CH3:36])[C:30]=1[N:38]=[C:39]=[O:40])([CH3:28])[CH3:27]. (2) Given the product [OH:14][C:13]1[C:28]([C:29]([O:31][CH2:32][CH3:33])=[O:30])=[C:27]([CH:34]([CH3:35])[CH3:36])[NH:26][C:11](=[O:10])[CH:12]=1, predict the reactants needed to synthesize it. The reactants are: ClC1C=C(Cl)C=C(Cl)C=1[O:10][C:11](=O)[CH2:12][C:13](OC1C(Cl)=CC(Cl)=CC=1Cl)=[O:14].[NH2:26][C:27]([CH:34]([CH3:36])[CH3:35])=[CH:28][C:29]([O:31][CH2:32][CH3:33])=[O:30]. (3) The reactants are: [CH3:1][O:2][C:3]([CH:5]1[CH2:10][CH2:9][O:8][CH2:7][CH2:6]1)=[O:4].CN(P(N(C)C)(N(C)C)=O)C.[CH2:22](I)[CH:23]=[CH2:24]. Given the product [CH3:1][O:2][C:3]([C:5]1([CH2:24][CH:23]=[CH2:22])[CH2:10][CH2:9][O:8][CH2:7][CH2:6]1)=[O:4], predict the reactants needed to synthesize it. (4) Given the product [CH2:29]([O:28][C:26]([C:25]1[C:31]([CH3:35])=[N:22][N:21]([C:18]2[CH:17]=[CH:16][C:15]([CH2:14][C:13]3[C:3]([CH2:1][CH3:2])=[N:4][N:5]4[C:10]([CH3:11])=[CH:9][C:8]([CH3:12])=[N:7][C:6]=34)=[CH:20][CH:19]=2)[C:23]=1[NH2:24])=[O:27])[CH3:30], predict the reactants needed to synthesize it. The reactants are: [CH2:1]([C:3]1[C:13]([CH2:14][C:15]2[CH:20]=[CH:19][C:18]([NH:21][NH2:22])=[CH:17][CH:16]=2)=[C:6]2[N:7]=[C:8]([CH3:12])[CH:9]=[C:10]([CH3:11])[N:5]2[N:4]=1)[CH3:2].[C:23](/[C:25](=[CH:31]\OCC)/[C:26]([O:28][CH2:29][CH3:30])=[O:27])#[N:24].[C:35]([O-])(=O)C.[Na+].C(=O)([O-])[O-].[Na+].[Na+]. (5) Given the product [Cl:1][C:2]1[CH:3]=[CH:4][C:5]([F:12])=[C:6]([C:7]2[O:8][C:15]([CH2:14][Cl:13])=[N:10][N:9]=2)[CH:11]=1, predict the reactants needed to synthesize it. The reactants are: [Cl:1][C:2]1[CH:3]=[CH:4][C:5]([F:12])=[C:6]([CH:11]=1)[C:7]([NH:9][NH2:10])=[O:8].[Cl:13][CH2:14][C:15](OC)(OC)OC. (6) Given the product [NH2:1][C:2]1[N:10]=[CH:9][N:8]=[C:7]2[C:3]=1[N:4]=[C:5]([CH:32]=[O:35])[N:6]2[C:11]1[CH:16]=[CH:15][C:14]([NH:17][C:18]([NH:20][C:21]2[CH:26]=[CH:25][C:24]([Cl:27])=[C:23]([C:28]([F:31])([F:30])[F:29])[CH:22]=2)=[O:19])=[CH:13][CH:12]=1, predict the reactants needed to synthesize it. The reactants are: [NH2:1][C:2]1[N:10]=[CH:9][N:8]=[C:7]2[C:3]=1[N:4]=[C:5]([CH:32]=C)[N:6]2[C:11]1[CH:16]=[CH:15][C:14]([NH:17][C:18]([NH:20][C:21]2[CH:26]=[CH:25][C:24]([Cl:27])=[C:23]([C:28]([F:31])([F:30])[F:29])[CH:22]=2)=[O:19])=[CH:13][CH:12]=1.I([O-])(=O)(=O)=[O:35].[Na+]. (7) Given the product [Cl:1][C:2]1[CH:7]=[CH:6][C:5]([C:8]2[N:12]([CH3:13])[CH:11]=[C:10]([C:14]([OH:16])=[O:15])[C:9]=2[CH3:19])=[CH:4][CH:3]=1, predict the reactants needed to synthesize it. The reactants are: [Cl:1][C:2]1[CH:7]=[CH:6][C:5]([C:8]2[N:12]([CH3:13])[CH:11]=[C:10]([C:14]([O:16]CC)=[O:15])[C:9]=2[CH3:19])=[CH:4][CH:3]=1.[OH-].[Na+].Cl.